From a dataset of Buchwald-Hartwig C-N cross coupling reaction yields with 55,370 reactions. Predict the reaction yield, written as a fraction of the theoretical maximum amount of product (1.0 means a 100% yield; for example, 0.34 means a 34% yield). (1) The reactants are COc1ccc(Cl)cc1.Cc1ccc(N)cc1.O=S(=O)(O[Pd]1c2ccccc2-c2ccccc2N~1)C(F)(F)F.COc1ccc(OC)c(P([C@]23C[C@H]4C[C@H](C[C@H](C4)C2)C3)[C@]23C[C@H]4C[C@H](C[C@H](C4)C2)C3)c1-c1c(C(C)C)cc(C(C)C)cc1C(C)C.CCN=P(N=P(N(C)C)(N(C)C)N(C)C)(N(C)C)N(C)C.Cc1ccno1. No catalyst specified. The product is COc1ccc(Nc2ccc(C)cc2)cc1. The yield is 0. (2) The reactants are FC(F)(F)c1ccc(Cl)cc1.Cc1ccc(N)cc1.O=S(=O)(O[Pd]1c2ccccc2-c2ccccc2N~1)C(F)(F)F.COc1ccc(OC)c(P(C(C)(C)C)C(C)(C)C)c1-c1c(C(C)C)cc(C(C)C)cc1C(C)C.CCN=P(N=P(N(C)C)(N(C)C)N(C)C)(N(C)C)N(C)C.CCOC(=O)c1cnoc1C. No catalyst specified. The product is Cc1ccc(Nc2ccc(C(F)(F)F)cc2)cc1. The yield is 0.113. (3) The reactants are FC(F)(F)c1ccc(Br)cc1.Cc1ccc(N)cc1.O=S(=O)(O[Pd]1c2ccccc2-c2ccccc2N~1)C(F)(F)F.CC(C)c1cc(C(C)C)c(-c2ccccc2P(C2CCCCC2)C2CCCCC2)c(C(C)C)c1.CCN=P(N=P(N(C)C)(N(C)C)N(C)C)(N(C)C)N(C)C.Cc1ccon1. No catalyst specified. The product is Cc1ccc(Nc2ccc(C(F)(F)F)cc2)cc1. The yield is 0.0930. (4) The reactants are FC(F)(F)c1ccc(Cl)cc1.Cc1ccc(N)cc1.O=S(=O)(O[Pd]1c2ccccc2-c2ccccc2N~1)C(F)(F)F.CC(C)c1cc(C(C)C)c(-c2ccccc2P(C(C)(C)C)C(C)(C)C)c(C(C)C)c1.CN(C)C(=NC(C)(C)C)N(C)C.CCOC(=O)c1cnoc1C. No catalyst specified. The product is Cc1ccc(Nc2ccc(C(F)(F)F)cc2)cc1. The yield is 0.00747. (5) The reactants are COc1ccc(Br)cc1.Cc1ccc(N)cc1.O=S(=O)(O[Pd]1c2ccccc2-c2ccccc2N~1)C(F)(F)F.CC(C)c1cc(C(C)C)c(-c2ccccc2P(C2CCCCC2)C2CCCCC2)c(C(C)C)c1.CN(C)C(=NC(C)(C)C)N(C)C.c1ccc2nocc2c1. The yield is 0. No catalyst specified. The product is COc1ccc(Nc2ccc(C)cc2)cc1. (6) The reactants are Brc1cccnc1.Cc1ccc(N)cc1.O=S(=O)(O[Pd]1c2ccccc2-c2ccccc2N~1)C(F)(F)F.COc1ccc(OC)c(P(C(C)(C)C)C(C)(C)C)c1-c1c(C(C)C)cc(C(C)C)cc1C(C)C.CN(C)C(=NC(C)(C)C)N(C)C.CCOC(=O)c1cc(C)on1. No catalyst specified. The product is Cc1ccc(Nc2cccnc2)cc1. The yield is 0.726. (7) The reactants are COc1ccc(Cl)cc1.Cc1ccc(N)cc1.O=S(=O)(O[Pd]1c2ccccc2-c2ccccc2N~1)C(F)(F)F.COc1ccc(OC)c(P([C@]23C[C@H]4C[C@H](C[C@H](C4)C2)C3)[C@]23C[C@H]4C[C@H](C[C@H](C4)C2)C3)c1-c1c(C(C)C)cc(C(C)C)cc1C(C)C.CN1CCCN2CCCN=C12.Fc1cccc(F)c1-c1ccno1. No catalyst specified. The product is COc1ccc(Nc2ccc(C)cc2)cc1. The yield is 0.00256. (8) The reactants are FC(F)(F)c1ccc(Br)cc1.Cc1ccc(N)cc1.O=S(=O)(O[Pd]1c2ccccc2-c2ccccc2N~1)C(F)(F)F.COc1ccc(OC)c(P([C@]23C[C@H]4C[C@H](C[C@H](C4)C2)C3)[C@]23C[C@H]4C[C@H](C[C@H](C4)C2)C3)c1-c1c(C(C)C)cc(C(C)C)cc1C(C)C.CN(C)C(=NC(C)(C)C)N(C)C.CCOC(=O)c1cnoc1. No catalyst specified. The product is Cc1ccc(Nc2ccc(C(F)(F)F)cc2)cc1. The yield is 0.0112. (9) The reactants are Clc1ccccn1.Cc1ccc(N)cc1.O=S(=O)(O[Pd]1c2ccccc2-c2ccccc2N~1)C(F)(F)F.CC(C)c1cc(C(C)C)c(-c2ccccc2P(C2CCCCC2)C2CCCCC2)c(C(C)C)c1.CN(C)C(=NC(C)(C)C)N(C)C.CCOC(=O)c1cnoc1. No catalyst specified. The product is Cc1ccc(Nc2ccccn2)cc1. The yield is 0.